From a dataset of Catalyst prediction with 721,799 reactions and 888 catalyst types from USPTO. Predict which catalyst facilitates the given reaction. Reactant: [C:1]([CH2:3][O:4][C:5]1[CH:10]=[CH:9][C:8](/[C:11](/[C:20]2[CH:25]=[CH:24][C:23]([C:26]([F:29])([F:28])[F:27])=[CH:22][CH:21]=2)=[CH:12]\[CH:13]=[CH:14]\[C:15]([O:17]CC)=[O:16])=[CH:7][CH:6]=1)#[N:2].O.[OH-].[Li+].CO.O. Product: [C:1]([CH2:3][O:4][C:5]1[CH:6]=[CH:7][C:8](/[C:11](/[C:20]2[CH:21]=[CH:22][C:23]([C:26]([F:27])([F:29])[F:28])=[CH:24][CH:25]=2)=[CH:12]\[CH:13]=[CH:14]\[C:15]([OH:17])=[O:16])=[CH:9][CH:10]=1)#[N:2]. The catalyst class is: 1.